Dataset: Reaction yield outcomes from USPTO patents with 853,638 reactions. Task: Predict the reaction yield, written as a fraction of the theoretical maximum amount of product (1.0 means a 100% yield; for example, 0.34 means a 34% yield). The reactants are C1(C([O:9]C(C2C=CC=CC=2)=[Se])=[Se])C=CC=CC=1.[Cl:18][C:19]1[CH:20]=[C:21]2[C:26](=[CH:27][CH:28]=1)[C:25]([OH:29])=[CH:24][CH:23]=[CH:22]2. The catalyst is O1CCCC1. The product is [Cl:18][C:19]1[CH:20]=[C:21]2[C:26](=[CH:27][CH:28]=1)[C:25](=[O:29])[C:24](=[O:9])[CH:23]=[CH:22]2. The yield is 0.820.